From a dataset of Forward reaction prediction with 1.9M reactions from USPTO patents (1976-2016). Predict the product of the given reaction. (1) The product is: [C:34]([O:32][C:29]([NH:30]/[N:31]=[C:6](/[CH:8]1[CH2:11][N:10]([C:12]([O:14][CH2:15][C:16]2[CH:21]=[CH:20][CH:19]=[CH:18][CH:17]=2)=[O:13])[CH2:9]1)\[CH2:5][CH2:4][CH:3]([O:22][CH3:23])[O:2][CH3:1])=[O:28])([CH3:44])([CH3:39])[CH3:35]. Given the reactants [CH3:1][O:2][CH:3]([O:22][CH3:23])[CH2:4][CH2:5][C:6]([CH:8]1[CH2:11][N:10]([C:12]([O:14][CH2:15][C:16]2[CH:21]=[CH:20][CH:19]=[CH:18][CH:17]=2)=[O:13])[CH2:9]1)=O.C([O:28][C:29](=[O:32])[NH:30][NH2:31])CCC.O.[C:34]1([CH3:44])[CH:39]=CC(S(O)(=O)=O)=C[CH:35]=1, predict the reaction product. (2) Given the reactants [NH:1]1[CH2:4][CH:3]([C:5]2[NH:9][N:8]=[C:7]([C:10]3[CH:15]=[CH:14][CH:13]=[CH:12][N:11]=3)[N:6]=2)[CH2:2]1.C(N(CC)CC)C.[CH:23]([NH:26][C:27]1[N:32]2[CH:33]=[CH:34][N:35]=[C:31]2[N:30]=[C:29]([C:36]2[CH:43]=[CH:42][C:39]([CH:40]=O)=[CH:38][CH:37]=2)[C:28]=1[C:44]1[CH:49]=[CH:48][CH:47]=[CH:46][CH:45]=1)([CH3:25])[CH3:24].C(O)(=O)C.[BH-](OC(C)=O)(OC(C)=O)OC(C)=O.[Na+], predict the reaction product. The product is: [CH:23]([NH:26][C:27]1[N:32]2[CH:33]=[CH:34][N:35]=[C:31]2[N:30]=[C:29]([C:36]2[CH:43]=[CH:42][C:39]([CH2:40][N:1]3[CH2:4][CH:3]([C:5]4[N:6]=[C:7]([C:10]5[CH:15]=[CH:14][CH:13]=[CH:12][N:11]=5)[NH:8][N:9]=4)[CH2:2]3)=[CH:38][CH:37]=2)[C:28]=1[C:44]1[CH:49]=[CH:48][CH:47]=[CH:46][CH:45]=1)([CH3:25])[CH3:24]. (3) Given the reactants [Cl:1][C:2]1[CH:12]=[CH:11][CH:10]=[CH:9][C:3]=1[C:4]([CH2:6][C:7]#[N:8])=[O:5].[C:13]1([N:19](C2C=CC=CC=2)[CH:20]=N)[CH:18]=[CH:17][CH:16]=[CH:15][CH:14]=1, predict the reaction product. The product is: [Cl:1][C:2]1[CH:12]=[CH:11][CH:10]=[CH:9][C:3]=1[C:4]([C:6](=[CH:20][NH:19][C:13]1[CH:18]=[CH:17][CH:16]=[CH:15][CH:14]=1)[C:7]#[N:8])=[O:5]. (4) The product is: [OH:22][C:21]1[CH:14]=[CH:12][CH:11]=[CH:17][C:18]=1[C:19]1[S:5][CH2:4][C@:2]([CH3:1])([C:6]([OH:8])=[O:7])[N:3]=1. Given the reactants [CH3:1][C@:2]([C:6]([OH:8])=[O:7])([CH2:4][SH:5])[NH2:3].CO[C:11](=O)[C@@H:12]([CH2:14]S)N.[CH3:17][C:18]([CH:21]=[O:22])(C)[CH3:19].C([N-]C(C)C)(C)C.[Li+], predict the reaction product.